Dataset: Forward reaction prediction with 1.9M reactions from USPTO patents (1976-2016). Task: Predict the product of the given reaction. (1) Given the reactants [H-].[Na+].[C:3]([O:7][C:8](=[O:22])[NH:9][C:10]1[C:11]([Cl:21])=[N:12][N:13]([C:15]2[CH:16]=[N:17][CH:18]=[CH:19][CH:20]=2)[CH:14]=1)([CH3:6])([CH3:5])[CH3:4].[CH3:23]I, predict the reaction product. The product is: [Cl:21][C:11]1[C:10]([N:9]([CH3:23])[C:8](=[O:22])[O:7][C:3]([CH3:6])([CH3:4])[CH3:5])=[CH:14][N:13]([C:15]2[CH:16]=[N:17][CH:18]=[CH:19][CH:20]=2)[N:12]=1. (2) Given the reactants Cl.[F:2][C:3]1[CH:8]=[CH:7][C:6]([C:9]2([OH:14])[CH2:13][CH2:12][NH:11][CH2:10]2)=[CH:5][C:4]=1[CH3:15].CN(C(ON1N=NC2C=CC=CC1=2)=[N+](C)C)C.[B-](F)(F)(F)F.C(N(C(C)C)C(C)C)C.[CH3:47][C:48]1[CH:53]=[CH:52][C:51]([C:54]2[C:58]([C:59](O)=[O:60])=[CH:57][O:56][N:55]=2)=[CH:50][CH:49]=1, predict the reaction product. The product is: [F:2][C:3]1[CH:8]=[CH:7][C:6]([C:9]2([OH:14])[CH2:13][CH2:12][N:11]([C:59]([C:58]3[C:54]([C:51]4[CH:52]=[CH:53][C:48]([CH3:47])=[CH:49][CH:50]=4)=[N:55][O:56][CH:57]=3)=[O:60])[CH2:10]2)=[CH:5][C:4]=1[CH3:15]. (3) Given the reactants C(=O)([O-])[O-].[K+].[K+].CO.[Cl:9][C:10]1[CH:15]=[CH:14][C:13]([C@H:16]2[N:23]3[C:19]([S:20][C:21]([C:27]([N:29]([CH:40]([CH3:42])[CH3:41])[CH2:30][CH2:31][N:32](C)[C:33](=O)C(F)(F)F)=[O:28])=[C:22]3[CH:24]([CH3:26])[CH3:25])=[N:18][C@:17]2([C:44]2[CH:49]=[CH:48][C:47]([Cl:50])=[CH:46][CH:45]=2)[CH3:43])=[CH:12][CH:11]=1, predict the reaction product. The product is: [Cl:9][C:10]1[CH:15]=[CH:14][C:13]([C@H:16]2[N:23]3[C:19]([S:20][C:21]([C:27]([N:29]([CH:40]([CH3:41])[CH3:42])[CH2:30][CH2:31][NH:32][CH3:33])=[O:28])=[C:22]3[CH:24]([CH3:26])[CH3:25])=[N:18][C@:17]2([C:44]2[CH:45]=[CH:46][C:47]([Cl:50])=[CH:48][CH:49]=2)[CH3:43])=[CH:12][CH:11]=1. (4) Given the reactants Br[C:2]1[CH:10]=[C:9]2[C:5]([C:6]([NH:11][C:12]([CH:14]3[CH2:16][CH2:15]3)=[O:13])=[N:7][NH:8]2)=[CH:4][CH:3]=1.[CH2:17]([O:19][C:20]([C:22]1[CH:23]=[C:24](B(O)O)[CH:25]=[CH:26][CH:27]=1)=[O:21])[CH3:18], predict the reaction product. The product is: [CH:14]1([C:12]([NH:11][C:6]2[C:5]3[C:9](=[CH:10][C:2]([C:26]4[CH:27]=[C:22]([CH:23]=[CH:24][CH:25]=4)[C:20]([O:19][CH2:17][CH3:18])=[O:21])=[CH:3][CH:4]=3)[NH:8][N:7]=2)=[O:13])[CH2:16][CH2:15]1.